From a dataset of Full USPTO retrosynthesis dataset with 1.9M reactions from patents (1976-2016). Predict the reactants needed to synthesize the given product. (1) Given the product [CH3:50][O:51][C:52](=[O:78])[C@@H:53]([NH:62][C:63]1[CH:68]=[CH:67][CH:66]=[CH:65][C:64]=1[C:39](=[O:40])[C:32]1[CH:33]=[CH:34][CH:35]=[CH:36][CH:37]=1)[CH2:54][C:55]1[CH:56]=[CH:57][C:58]([O:18][CH2:17][CH2:16][N:6]2[C:7]3[CH:15]=[CH:14][CH:13]=[CH:12][C:8]=3[CH2:9][CH2:10][C:11]3[CH:1]=[CH:2][CH:3]=[CH:4][C:5]2=3)=[CH:59][CH:60]=1, predict the reactants needed to synthesize it. The reactants are: [CH:1]1[C:11]2[CH2:10][CH2:9][C:8]3[CH:12]=[CH:13][CH:14]=[CH:15][C:7]=3[N:6]([CH2:16][CH2:17][OH:18])[C:5]=2[CH:4]=[CH:3][CH:2]=1.[C:32]1(P([C:32]2[CH:37]=[CH:36][CH:35]=[CH:34][CH:33]=2)[C:32]2[CH:37]=[CH:36][CH:35]=[CH:34][CH:33]=2)[CH:37]=[CH:36][CH:35]=[CH:34][CH:33]=1.C[CH2:39][O:40]C(/N=N/C(OCC)=O)=O.[CH3:50][O:51][C:52](=[O:78])[C@@H:53]([NH:62][C:63]1[CH:68]=[CH:67][CH:66]=[CH:65][C:64]=1OC(=O)C1C=CC=CC=1)[CH2:54][C:55]1[CH:60]=[CH:59][C:58](O)=[CH:57][CH:56]=1. (2) Given the product [Cl:1][C:2]1[CH:40]=[CH:39][CH:38]=[C:37]([Cl:41])[C:3]=1[CH2:4][O:5][CH2:6][C@@H:7]1[CH2:12][O:11][C:10]2[CH:13]=[CH:14][C:15]([CH2:17][CH2:18][NH:19][CH2:23][C@@H:22]([C:24]3[CH:35]=[CH:34][C:27]4[O:28][C:29]([CH3:33])([CH3:32])[O:30][CH2:31][C:26]=4[CH:25]=3)[OH:21])=[CH:16][C:9]=2[O:8]1, predict the reactants needed to synthesize it. The reactants are: [Cl:1][C:2]1[CH:40]=[CH:39][CH:38]=[C:37]([Cl:41])[C:3]=1[CH2:4][O:5][CH2:6][C@@H:7]1[CH2:12][O:11][C:10]2[CH:13]=[CH:14][C:15]([CH2:17][CH2:18][N:19]3[CH2:23][C@@H:22]([C:24]4[CH:35]=[CH:34][C:27]5[O:28][C:29]([CH3:33])([CH3:32])[O:30][CH2:31][C:26]=5[CH:25]=4)[O:21]C3=O)=[CH:16][C:9]=2[O:8]1.C[Si](C)(C)[O-].[K+].P([O-])([O-])([O-])=O. (3) Given the product [CH2:22]([O:23][C:2]1[C:11]2[C:6](=[CH:7][C:8]([O:12][CH3:13])=[CH:9][CH:10]=2)[CH:5]=[C:4]([NH:14][C:15]2[CH:19]=[CH:18][NH:17][N:16]=2)[N:3]=1)[CH:21]([CH3:24])[CH3:20], predict the reactants needed to synthesize it. The reactants are: Cl[C:2]1[C:11]2[C:6](=[CH:7][C:8]([O:12][CH3:13])=[CH:9][CH:10]=2)[CH:5]=[C:4]([NH:14][C:15]2[CH:19]=[CH:18][NH:17][N:16]=2)[N:3]=1.[CH3:20][CH:21]([CH3:24])[CH2:22][OH:23]. (4) Given the product [CH:25]1([CH2:24][C:21]2[N:18]3[CH:19]=[CH:20][C:15]([O:13][CH2:12][C:9]4([C:3]5[CH:4]=[CH:5][C:6]([F:8])=[CH:7][C:2]=5[F:1])[CH2:10][CH2:11]4)=[C:16]([C:28]([F:29])([F:30])[F:31])[C:17]3=[N:23][N:22]=2)[CH2:27][CH2:26]1, predict the reactants needed to synthesize it. The reactants are: [F:1][C:2]1[CH:7]=[C:6]([F:8])[CH:5]=[CH:4][C:3]=1[C:9]1([CH2:12][OH:13])[CH2:11][CH2:10]1.Cl[C:15]1[CH:20]=[CH:19][N:18]2[C:21]([CH2:24][CH:25]3[CH2:27][CH2:26]3)=[N:22][N:23]=[C:17]2[C:16]=1[C:28]([F:31])([F:30])[F:29].